This data is from Forward reaction prediction with 1.9M reactions from USPTO patents (1976-2016). The task is: Predict the product of the given reaction. (1) Given the reactants C([O:3][C:4](=[O:22])[CH2:5][CH:6]1[O:10][B:9]([OH:11])[C:8]2[CH:12]=[C:13]([O:16][C:17]3[S:18][CH:19]=[N:20][N:21]=3)[CH:14]=[CH:15][C:7]1=2)C.[Li+].[OH-].Cl, predict the reaction product. The product is: [OH:11][B:9]1[C:8]2[CH:12]=[C:13]([O:16][C:17]3[S:18][CH:19]=[N:20][N:21]=3)[CH:14]=[CH:15][C:7]=2[CH:6]([CH2:5][C:4]([OH:22])=[O:3])[O:10]1. (2) Given the reactants Cl[C:2]1[N:3]=[CH:4][CH:5]=[C:6]2[CH:10]=[C:9]([C:11]([NH:13][CH:14]3[CH2:18][CH2:17][CH2:16][CH2:15]3)=[O:12])[NH:8][C:7]=12, predict the reaction product. The product is: [CH:14]1([NH:13][C:11]([C:9]2[NH:8][C:7]3=[CH:2][N:3]=[CH:4][CH:5]=[C:6]3[CH:10]=2)=[O:12])[CH2:15][CH2:16][CH2:17][CH2:18]1. (3) Given the reactants Br[C:2]1[CH:3]=[CH:4][C:5]([N+:9]([O-:11])=[O:10])=[C:6]([NH2:8])[CH:7]=1.[CH2:12]([OH:15])[C:13]#[CH:14], predict the reaction product. The product is: [NH2:8][C:6]1[CH:7]=[C:2]([C:14]#[C:13][CH2:12][OH:15])[CH:3]=[CH:4][C:5]=1[N+:9]([O-:11])=[O:10]. (4) Given the reactants CC(C)[C@@H](N1CC2C(=CC=C(C3C=CC(NC(NC4C=CC=C(C(F)(F)F)C=4)=O)=CC=3)C=2)C1=O)C(O)=O.[O:38]=[C:39]1[C:47]2[C:42](=[CH:43][C:44]([C:48]3[CH:53]=[CH:52][C:51]([NH:54][C:55]([NH:57][C:58]4[CH:63]=[CH:62][CH:61]=[C:60]([C:64]([F:67])([F:66])[F:65])[CH:59]=4)=[O:56])=[CH:50][CH:49]=3)=[CH:45][CH:46]=2)[CH2:41][N:40]1[C@@H:68]([C:73]1[CH:78]=[CH:77][CH:76]=[CH:75][CH:74]=1)[C:69]([O:71]C)=[O:70], predict the reaction product. The product is: [O:38]=[C:39]1[C:47]2[C:42](=[CH:43][C:44]([C:48]3[CH:53]=[CH:52][C:51]([NH:54][C:55]([NH:57][C:58]4[CH:63]=[CH:62][CH:61]=[C:60]([C:64]([F:66])([F:65])[F:67])[CH:59]=4)=[O:56])=[CH:50][CH:49]=3)=[CH:45][CH:46]=2)[CH2:41][N:40]1[C@@H:68]([C:73]1[CH:74]=[CH:75][CH:76]=[CH:77][CH:78]=1)[C:69]([OH:71])=[O:70]. (5) Given the reactants [CH2:1]([O:8][CH2:9][C@@H:10]1[CH2:14][CH2:13][S:12](=[O:16])(=[O:15])[NH:11]1)[C:2]1[CH:7]=[CH:6][CH:5]=[CH:4][CH:3]=1.[CH3:17][C:18]1[CH:23]=[C:22]([CH3:24])[CH:21]=[CH:20][C:19]=1[N:25]1[CH2:30][CH2:29][N:28]([C:31]([C:33]2[CH:38]=[CH:37][C:36](I)=[CH:35][CH:34]=2)=[O:32])[CH2:27][CH2:26]1, predict the reaction product. The product is: [CH2:1]([O:8][CH2:9][C@@H:10]1[CH2:14][CH2:13][S:12](=[O:16])(=[O:15])[N:11]1[C:36]1[CH:35]=[CH:34][C:33]([C:31]([N:28]2[CH2:27][CH2:26][N:25]([C:19]3[CH:20]=[CH:21][C:22]([CH3:24])=[CH:23][C:18]=3[CH3:17])[CH2:30][CH2:29]2)=[O:32])=[CH:38][CH:37]=1)[C:2]1[CH:3]=[CH:4][CH:5]=[CH:6][CH:7]=1. (6) The product is: [CH3:30][O:29][C:23]1[CH:22]=[C:21]2[C:26]([C:27](=[O:28])[C:18]([C:16]([C:2]3[CH:3]=[CH:4][C:5]4[C:10](=[CH:9][CH:8]=[CH:7][CH:6]=4)[CH:1]=3)=[O:17])=[CH:19][N:20]2[C:31]([CH2:34][C:35]([CH3:37])([CH3:36])[CH3:38])([CH3:32])[CH3:33])=[CH:25][N:24]=1. Given the reactants [CH:1]1[C:10]2[C:5](=[CH:6][CH:7]=[CH:8][CH:9]=2)[CH:4]=[CH:3][C:2]=1[Mg]Br.CON(C)[C:16]([C:18]1[C:27](=[O:28])[C:26]2[C:21](=[CH:22][C:23]([O:29][CH3:30])=[N:24][CH:25]=2)[N:20]([C:31]([CH2:34][C:35]([CH3:38])([CH3:37])[CH3:36])([CH3:33])[CH3:32])[CH:19]=1)=[O:17].[NH4+].[Cl-], predict the reaction product.